From a dataset of Forward reaction prediction with 1.9M reactions from USPTO patents (1976-2016). Predict the product of the given reaction. (1) Given the reactants [CH:1]1([NH2:4])[CH2:3][CH2:2]1.[CH2:5]=[C:6]1[O:10][C:8](=[O:9])[CH2:7]1, predict the reaction product. The product is: [CH:1]1([NH:4][C:8](=[O:9])[CH2:7][C:6](=[O:10])[CH3:5])[CH2:3][CH2:2]1. (2) Given the reactants C[O:2][C:3](=[O:20])[C:4]1[CH:9]=[CH:8][CH:7]=[CH:6][C:5]=1[N:10]1[CH2:15][CH2:14][N:13]([CH2:16][CH2:17][O:18][CH3:19])[CH2:12][CH2:11]1.[ClH:21], predict the reaction product. The product is: [ClH:21].[CH3:19][O:18][CH2:17][CH2:16][N:13]1[CH2:14][CH2:15][N:10]([C:5]2[CH:6]=[CH:7][CH:8]=[CH:9][C:4]=2[C:3]([OH:20])=[O:2])[CH2:11][CH2:12]1.